Dataset: Full USPTO retrosynthesis dataset with 1.9M reactions from patents (1976-2016). Task: Predict the reactants needed to synthesize the given product. (1) Given the product [CH3:48][N:49]1[C:53]([CH3:54])=[CH:52][CH:51]=[C:50]1[CH2:55][NH:56][C:41]([C:39]1[S:40][C:36]([N:33]2[CH2:34][CH2:35][N:31]([CH2:30][C:29]3[CH:28]=[CH:27][C:26]([F:25])=[CH:47][CH:46]=3)[C:32]2=[O:45])=[CH:37][C:38]=1[CH3:44])=[O:42], predict the reactants needed to synthesize it. The reactants are: CC1C=C(N2CCN(CCOC3C=CC=CC=3)C2=O)SC=1C(O)=O.[F:25][C:26]1[CH:47]=[CH:46][C:29]([CH2:30][N:31]2[CH2:35][CH2:34][N:33]([C:36]3[S:40][C:39]([C:41](O)=[O:42])=[C:38]([CH3:44])[CH:37]=3)[C:32]2=[O:45])=[CH:28][CH:27]=1.[CH3:48][N:49]1[C:53]([CH3:54])=[CH:52][CH:51]=[C:50]1[CH2:55][NH2:56]. (2) Given the product [NH2:15][C@H:12]([CH2:13][OH:14])[CH2:11][CH2:10][CH2:9][NH:8][C:6](=[O:7])[O:5][C:1]([CH3:4])([CH3:2])[CH3:3], predict the reactants needed to synthesize it. The reactants are: [C:1]([O:5][C:6]([NH:8][CH2:9][CH2:10][CH2:11][C@H:12]([NH:15]C(=O)OCC1C=CC=CC=1)[CH2:13][OH:14])=[O:7])([CH3:4])([CH3:3])[CH3:2]. (3) Given the product [C:1]([O:5][C:6]([N:8]1[CH2:13][CH2:12][CH:11]([CH2:14][CH:15]([C:16]([O:18][CH3:19])=[O:17])[CH3:20])[CH2:10][CH2:9]1)=[O:7])([CH3:4])([CH3:3])[CH3:2], predict the reactants needed to synthesize it. The reactants are: [C:1]([O:5][C:6]([N:8]1[CH2:13][CH2:12][CH:11]([CH2:14][CH2:15][C:16]([O:18][CH3:19])=[O:17])[CH2:10][CH2:9]1)=[O:7])([CH3:4])([CH3:3])[CH3:2].[CH:20]([N-]C(C)C)(C)C.[Li+].CI.CN1C(=O)N(C)CCC1. (4) Given the product [NH2:27][C:25]1[CH:24]=[CH:23][C:9]([O:10][C:11]2[CH:16]=[CH:15][C:14]([CH2:17][CH2:18][C:19]([O:21][CH3:22])=[O:20])=[CH:13][CH:12]=2)=[C:8]([CH:3]2[CH2:4][CH2:5][C:6](=[O:7])[N:2]2[CH3:1])[CH:26]=1, predict the reactants needed to synthesize it. The reactants are: [CH3:1][N:2]1[C:6](=[O:7])[CH2:5][CH2:4][CH:3]1[C:8]1[CH:26]=[C:25]([N+:27]([O-])=O)[CH:24]=[CH:23][C:9]=1[O:10][C:11]1[CH:16]=[CH:15][C:14]([CH2:17][CH2:18][C:19]([O:21][CH3:22])=[O:20])=[CH:13][CH:12]=1.[Cl-].[NH4+]. (5) Given the product [NH2:1][C:2]1[CH:10]=[CH:9][C:8]([O:11][CH3:12])=[CH:7][C:3]=1[C:4]([NH:48][C:44]([CH3:45])([C:46]#[CH:47])[CH3:43])=[O:6], predict the reactants needed to synthesize it. The reactants are: [NH2:1][C:2]1[CH:10]=[CH:9][C:8]([O:11][CH3:12])=[CH:7][C:3]=1[C:4]([OH:6])=O.CCN=C=NCCCN(C)C.C1C=CC2N(O)N=NC=2C=1.CCN(C(C)C)C(C)C.[CH3:43][C:44]([NH2:48])([C:46]#[CH:47])[CH3:45].